From a dataset of Reaction yield outcomes from USPTO patents with 853,638 reactions. Predict the reaction yield, written as a fraction of the theoretical maximum amount of product (1.0 means a 100% yield; for example, 0.34 means a 34% yield). (1) The reactants are Br[CH2:2][CH:3]1[CH2:5][CH2:4]1.Cl.O.[NH:8]1[CH2:13][CH2:12][C:11](=[O:14])[CH2:10][CH2:9]1.C(=O)([O-])[O-].[Na+].[Na+]. The catalyst is C(#N)C. The product is [CH:5]1([CH2:4][N:8]2[CH2:13][CH2:12][C:11](=[O:14])[CH2:10][CH2:9]2)[CH2:3][CH2:2]1. The yield is 0.620. (2) The reactants are Cl[C:2]1[N:7]=[C:6]([NH:8][C:9]([C:11]2([C:14]3[CH:24]=[CH:23][C:17]4[O:18][C:19]([F:22])([F:21])[O:20][C:16]=4[CH:15]=3)[CH2:13][CH2:12]2)=[O:10])[CH:5]=[CH:4][C:3]=1[CH3:25].[OH:26][C:27]1[CH:28]=[C:29]([CH:34]=[C:35](B2OC(C)(C)C(C)(C)O2)[CH:36]=1)[C:30]([O:32][CH3:33])=[O:31].C(=O)([O-])[O-].[Na+].[Na+]. The catalyst is COCCOC.C1C=CC([P]([Pd]([P](C2C=CC=CC=2)(C2C=CC=CC=2)C2C=CC=CC=2)([P](C2C=CC=CC=2)(C2C=CC=CC=2)C2C=CC=CC=2)[P](C2C=CC=CC=2)(C2C=CC=CC=2)C2C=CC=CC=2)(C2C=CC=CC=2)C2C=CC=CC=2)=CC=1. The product is [F:21][C:19]1([F:22])[O:18][C:17]2[CH:23]=[CH:24][C:14]([C:11]3([C:9]([NH:8][C:6]4[N:7]=[C:2]([C:35]5[CH:34]=[C:29]([CH:28]=[C:27]([OH:26])[CH:36]=5)[C:30]([O:32][CH3:33])=[O:31])[C:3]([CH3:25])=[CH:4][CH:5]=4)=[O:10])[CH2:13][CH2:12]3)=[CH:15][C:16]=2[O:20]1. The yield is 0.990. (3) The reactants are [Cl:1][C:2]1[CH:3]=[C:4]([C:9](=O)[CH2:10][C:11]2[CH:16]=[CH:15][CH:14]=[CH:13][CH:12]=2)[CH:5]=[CH:6][C:7]=1[Cl:8].[CH2:18]([O:20][C:21]1[CH:22]=[C:23]([CH:26]=[C:27]([N+:30]([O-:32])=[O:31])[C:28]=1[OH:29])[CH:24]=O)[CH3:19].[NH2:33][C:34]([NH2:36])=[O:35].Cl. The catalyst is C(O)C. The product is [Cl:1][C:2]1[CH:3]=[C:4]([C:9]2[NH:36][C:34](=[O:35])[NH:33][CH:24]([C:23]3[CH:26]=[C:27]([N+:30]([O-:32])=[O:31])[C:28]([OH:29])=[C:21]([O:20][CH2:18][CH3:19])[CH:22]=3)[C:10]=2[C:11]2[CH:16]=[CH:15][CH:14]=[CH:13][CH:12]=2)[CH:5]=[CH:6][C:7]=1[Cl:8]. The yield is 0.170. (4) The reactants are COC[O:4][C:5]1[CH:10]=[CH:9][C:8]([C:11](=O)[CH2:12][C:13]2[CH:18]=[CH:17][CH:16]=[CH:15][CH:14]=2)=[CH:7][CH:6]=1.[CH2:20]([O:22][C:23]1[CH:24]=[C:25]([CH:28]=[C:29]([N+:32]([O-:34])=[O:33])[C:30]=1[OH:31])[CH:26]=O)[CH3:21].[NH2:35][C:36]([NH2:38])=[O:37].Cl. The catalyst is CCO. The product is [CH2:20]([O:22][C:23]1[CH:24]=[C:25]([CH:26]2[C:12]([C:13]3[CH:14]=[CH:15][CH:16]=[CH:17][CH:18]=3)=[C:11]([C:8]3[CH:7]=[CH:6][C:5]([OH:4])=[CH:10][CH:9]=3)[NH:38][C:36](=[O:37])[NH:35]2)[CH:28]=[C:29]([N+:32]([O-:34])=[O:33])[C:30]=1[OH:31])[CH3:21]. The yield is 0.450. (5) The reactants are [NH2:1][CH:2]1[CH2:7][CH2:6][CH:5]([OH:8])[CH2:4][CH2:3]1.[C:9](O[C:9]([O:11][C:12]([CH3:15])([CH3:14])[CH3:13])=[O:10])([O:11][C:12]([CH3:15])([CH3:14])[CH3:13])=[O:10]. The catalyst is C1COCC1. The product is [OH:8][CH:5]1[CH2:6][CH2:7][CH:2]([NH:1][C:9](=[O:10])[O:11][C:12]([CH3:15])([CH3:14])[CH3:13])[CH2:3][CH2:4]1. The yield is 0.656. (6) The reactants are [CH3:1][O:2][C:3]1[N:4]=[N:5][CH:6]=[CH:7][C:8]=1[C:9](=[O:38])[CH2:10][C@H:11]([C:19]1[CH:24]=[CH:23][C:22]([CH:25]2[CH2:30][CH2:29][N:28](C(OC(C)(C)C)=O)[CH2:27][CH2:26]2)=[CH:21][CH:20]=1)[C:12]1[CH:17]=[CH:16][CH:15]=[CH:14][C:13]=1[CH3:18].Cl. The catalyst is O1CCOCC1. The product is [CH3:1][O:2][C:3]1[N:4]=[N:5][CH:6]=[CH:7][C:8]=1[C:9](=[O:38])[CH2:10][C@H:11]([C:19]1[CH:20]=[CH:21][C:22]([CH:25]2[CH2:26][CH2:27][NH:28][CH2:29][CH2:30]2)=[CH:23][CH:24]=1)[C:12]1[CH:17]=[CH:16][CH:15]=[CH:14][C:13]=1[CH3:18]. The yield is 0.790. (7) The catalyst is [Pd].C(O)C. The reactants are [CH2:1]([CH:8]1[C:14](=[O:15])[C:13](=[N:16]O)[CH:12]2[CH2:18][CH:9]1[CH2:10][CH2:11]2)[C:2]1[CH:7]=[CH:6][CH:5]=[CH:4][N:3]=1.[ClH:19].[H][H]. The product is [ClH:19].[NH2:16][CH:13]1[CH:12]2[CH2:18][CH:9]([CH2:10][CH2:11]2)[CH:8]([CH2:1][C:2]2[CH:7]=[CH:6][CH:5]=[CH:4][N:3]=2)[C:14]1=[O:15]. The yield is 0.860. (8) The reactants are CS([O:5][CH:6]1[CH2:9][N:8]([CH:10]([C:17]2[CH:22]=[CH:21][CH:20]=[CH:19][CH:18]=2)[C:11]2[CH:16]=[CH:15][CH:14]=[CH:13][CH:12]=2)[CH2:7]1)(=O)=O.C(=O)([O-])[O-].[K+].[K+].[Cl:29][C:30]1[CH:35]=[C:34]([F:36])[CH:33]=[CH:32][C:31]=1O. The catalyst is C(#N)C. The product is [Cl:29][C:30]1[CH:35]=[C:34]([F:36])[CH:33]=[CH:32][C:31]=1[O:5][CH:6]1[CH2:9][N:8]([CH:10]([C:17]2[CH:22]=[CH:21][CH:20]=[CH:19][CH:18]=2)[C:11]2[CH:16]=[CH:15][CH:14]=[CH:13][CH:12]=2)[CH2:7]1. The yield is 1.00.